Dataset: Reaction yield outcomes from USPTO patents with 853,638 reactions. Task: Predict the reaction yield, written as a fraction of the theoretical maximum amount of product (1.0 means a 100% yield; for example, 0.34 means a 34% yield). (1) The reactants are [Br:1][C:2]1[CH:7]=[CH:6][C:5]([C:8]([C:10]2[CH:15]=[CH:14][C:13]([OH:16])=[CH:12][CH:11]=2)=O)=[CH:4][CH:3]=1.[CH3:17][C:18]1([CH3:27])[CH2:23][C:22](=O)[CH2:21][C:20]([CH3:26])([CH3:25])[O:19]1. No catalyst specified. The product is [Br:1][C:2]1[CH:7]=[CH:6][C:5]([C:8](=[C:22]2[CH2:21][C:20]([CH3:26])([CH3:25])[O:19][C:18]([CH3:27])([CH3:17])[CH2:23]2)[C:10]2[CH:15]=[CH:14][C:13]([OH:16])=[CH:12][CH:11]=2)=[CH:4][CH:3]=1. The yield is 0.870. (2) The reactants are [Cl:1][C:2]1[N:7]=[CH:6][C:5]([CH2:8][NH:9][CH2:10][CH2:11][CH2:12][C:13]#[N:14])=[CH:4][CH:3]=1.C[Al](C)C.CCCCCC.C(Cl)(Cl)Cl.CO. The catalyst is C1(C)C=CC=CC=1.O. The product is [Cl:1][C:2]1[N:7]=[CH:6][C:5]([CH2:8][N:9]2[CH2:10][CH2:11][CH2:12][C:13]2=[NH:14])=[CH:4][CH:3]=1. The yield is 0.900. (3) The reactants are [Si]([O:8][C@@H:9]1[C@@:36]2([CH3:37])[C:13](=[CH:14][CH:15]=[C:16]3[C@@H:35]2[CH2:34][CH2:33][C@@:32]2([CH3:38])[C@H:17]3[CH2:18][CH:19]=[C:20]2[C@@H:21]([S:23][CH2:24][CH2:25][C:26]([CH2:30][CH3:31])([OH:29])[CH2:27][CH3:28])[CH3:22])[CH2:12][C@@H:11]([OH:39])[CH2:10]1)(C(C)(C)C)(C)C.[F-].C([N+](CCCC)(CCCC)CCCC)CCC. The catalyst is O1CCCC1. The product is [OH:8][C@@H:9]1[C@@:36]2([CH3:37])[C:13](=[CH:14][CH:15]=[C:16]3[C@@H:35]2[CH2:34][CH2:33][C@@:32]2([CH3:38])[C@H:17]3[CH2:18][CH:19]=[C:20]2[C@@H:21]([S:23][CH2:24][CH2:25][C:26]([CH2:30][CH3:31])([OH:29])[CH2:27][CH3:28])[CH3:22])[CH2:12][C@@H:11]([OH:39])[CH2:10]1. The yield is 0.640. (4) The reactants are [Cl:1][C:2]1[CH:7]=[CH:6][CH:5]=[C:4]([Cl:8])[C:3]=1[C:9]1[C:13]([CH2:14][O:15][C:16]2[CH:17]=[C:18]3[C:22](=[CH:23][CH:24]=2)[N:21]([C:25]([N:27]2[CH2:31][CH2:30][C@@H:29]([C:32]([O:34]C)=[O:33])[CH2:28]2)=[O:26])[CH:20]=[CH:19]3)=[C:12]([CH:36]([CH3:38])[CH3:37])[O:11][N:10]=1.[OH-].[Na+]. The catalyst is O1CCCC1.CO. The product is [Cl:8][C:4]1[CH:5]=[CH:6][CH:7]=[C:2]([Cl:1])[C:3]=1[C:9]1[C:13]([CH2:14][O:15][C:16]2[CH:17]=[C:18]3[C:22](=[CH:23][CH:24]=2)[N:21]([C:25]([N:27]2[CH2:31][CH2:30][C@@H:29]([C:32]([OH:34])=[O:33])[CH2:28]2)=[O:26])[CH:20]=[CH:19]3)=[C:12]([CH:36]([CH3:38])[CH3:37])[O:11][N:10]=1. The yield is 0.630.